Dataset: Reaction yield outcomes from USPTO patents with 853,638 reactions. Task: Predict the reaction yield, written as a fraction of the theoretical maximum amount of product (1.0 means a 100% yield; for example, 0.34 means a 34% yield). (1) The reactants are [H-].[Na+].[CH2:3]([O:5][C:6]([C:8]1[N:9]=[CH:10][N:11]([C:13]2[CH:18]=[CH:17][CH:16]=[C:15]([CH2:19][OH:20])[CH:14]=2)[CH:12]=1)=[O:7])[CH3:4].[N:21]1[CH:26]=[CH:25][CH:24]=[CH:23][C:22]=1[CH2:27]OS(C)(=O)=O. The catalyst is C1COCC1. The product is [CH2:3]([O:5][C:6]([C:8]1[N:9]=[CH:10][N:11]([C:13]2[CH:18]=[CH:17][CH:16]=[C:15]([CH2:19][O:20][CH2:27][C:22]3[CH:23]=[CH:24][CH:25]=[CH:26][N:21]=3)[CH:14]=2)[CH:12]=1)=[O:7])[CH3:4]. The yield is 0.280. (2) The reactants are Cl[C:2]1[C:11]([C:12]([F:15])([F:14])[F:13])=[CH:10][C:9]2[C:4](=[CH:5][CH:6]=[C:7]([O:16][CH3:17])[CH:8]=2)[N:3]=1.[CH3:18][O:19][C:20]([CH:22]1[CH2:27][CH2:26][NH:25][CH2:24][CH2:23]1)=[O:21].CCN(CC)CC. The catalyst is CC(O)C.O. The product is [CH3:17][O:16][C:7]1[CH:8]=[C:9]2[C:4](=[CH:5][CH:6]=1)[N:3]=[C:2]([N:25]1[CH2:26][CH2:27][CH:22]([C:20]([O:19][CH3:18])=[O:21])[CH2:23][CH2:24]1)[C:11]([C:12]([F:15])([F:14])[F:13])=[CH:10]2. The yield is 0.430. (3) The reactants are Cl[C:2]1[CH:10]=[CH:9][CH:8]=[C:7]2[C:3]=1[C:4]([NH2:11])=[N:5][NH:6]2.[F:12][C:13]([F:24])([F:23])[C:14]1[CH:19]=[CH:18][CH:17]=[CH:16][C:15]=1B(O)O.P([O-])([O-])([O-])=O.[K+].[K+].[K+]. The catalyst is C(O)C.O.C1(C)C=CC=CC=1. The product is [F:12][C:13]([F:24])([F:23])[C:14]1[CH:19]=[CH:18][CH:17]=[CH:16][C:15]=1[C:2]1[CH:10]=[CH:9][CH:8]=[C:7]2[C:3]=1[C:4]([NH2:11])=[N:5][NH:6]2. The yield is 0.370.